Task: Predict the reaction yield, written as a fraction of the theoretical maximum amount of product (1.0 means a 100% yield; for example, 0.34 means a 34% yield).. Dataset: Reaction yield outcomes from USPTO patents with 853,638 reactions (1) The reactants are Br[C:2]1[C:11]2[C:6](=[CH:7][CH:8]=[CH:9][CH:10]=2)[CH:5]=[C:4]([NH:12][C:13]([C:15]2([C:18]3[CH:28]=[CH:27][C:21]4[O:22][C:23]([F:26])([F:25])[O:24][C:20]=4[CH:19]=3)[CH2:17][CH2:16]2)=[O:14])[N:3]=1.[C:29]([O:33][C:34]([C:36]1[CH:37]=[C:38](B(O)O)[CH:39]=[CH:40][CH:41]=1)=[O:35])([CH3:32])([CH3:31])[CH3:30].C([O-])([O-])=O.[Na+].[Na+]. The catalyst is COCCOC.C(OCC)(=O)C.C1C=CC([P]([Pd]([P](C2C=CC=CC=2)(C2C=CC=CC=2)C2C=CC=CC=2)([P](C2C=CC=CC=2)(C2C=CC=CC=2)C2C=CC=CC=2)[P](C2C=CC=CC=2)(C2C=CC=CC=2)C2C=CC=CC=2)(C2C=CC=CC=2)C2C=CC=CC=2)=CC=1. The product is [F:25][C:23]1([F:26])[O:22][C:21]2[CH:27]=[CH:28][C:18]([C:15]3([C:13]([NH:12][C:4]4[N:3]=[C:2]([C:40]5[CH:41]=[C:36]([CH:37]=[CH:38][CH:39]=5)[C:34]([O:33][C:29]([CH3:31])([CH3:32])[CH3:30])=[O:35])[C:11]5[C:6]([CH:5]=4)=[CH:7][CH:8]=[CH:9][CH:10]=5)=[O:14])[CH2:17][CH2:16]3)=[CH:19][C:20]=2[O:24]1. The yield is 0.970. (2) The reactants are C([O:3][C:4]([C:6]1[N:7]([CH2:13][O:14][CH2:15][CH2:16][Si:17]([CH3:20])([CH3:19])[CH3:18])[CH:8]=[C:9]([C:11]#[N:12])[N:10]=1)=[O:5])C.[OH-].[K+:22]. The catalyst is C(O)C. The product is [K+:22].[C:11]([C:9]1[N:10]=[C:6]([C:4]([O-:5])=[O:3])[N:7]([CH2:13][O:14][CH2:15][CH2:16][Si:17]([CH3:18])([CH3:19])[CH3:20])[CH:8]=1)#[N:12]. The yield is 1.00.